Dataset: Full USPTO retrosynthesis dataset with 1.9M reactions from patents (1976-2016). Task: Predict the reactants needed to synthesize the given product. (1) Given the product [F:26][C:27]([F:32])([F:31])[C:28]([OH:30])=[O:29].[F:26][C:27]([F:32])([F:31])[C:28]([OH:30])=[O:29].[NH:8]1[CH2:12][CH2:11][CH2:10][C@@H:9]1[CH2:13][O:14][C:15]1[C:16]([C:21]([O:23][CH2:24][CH3:25])=[O:22])=[N:17][CH:18]=[CH:19][CH:20]=1, predict the reactants needed to synthesize it. The reactants are: C(OC([N:8]1[CH2:12][CH2:11][CH2:10][C@@H:9]1[CH2:13][O:14][C:15]1[C:16]([C:21]([O:23][CH2:24][CH3:25])=[O:22])=[N:17][CH:18]=[CH:19][CH:20]=1)=O)(C)(C)C.[F:26][C:27]([F:32])([F:31])[C:28]([OH:30])=[O:29]. (2) Given the product [CH3:32][CH:33]([CH3:37])[C:34]([NH:1][CH2:2][CH:3]1[CH2:8][CH2:7][C:6]2[C:9]3[C:14]([NH:15][C:16]4[CH:25]=[CH:24][C:19]5[NH:20][C:21](=[O:23])[S:22][C:18]=5[CH:17]=4)=[N:13][CH:12]=[N:11][C:10]=3[S:26][C:5]=2[CH2:4]1)=[O:35], predict the reactants needed to synthesize it. The reactants are: [NH2:1][CH2:2][CH:3]1[CH2:8][CH2:7][C:6]2[C:9]3[C:14]([NH:15][C:16]4[CH:25]=[CH:24][C:19]5[NH:20][C:21](=[O:23])[S:22][C:18]=5[CH:17]=4)=[N:13][CH:12]=[N:11][C:10]=3[S:26][C:5]=2[CH2:4]1.CN(C)C=O.[CH3:32][CH:33]([CH3:37])[C:34](Cl)=[O:35].C(N(CC)CC)C. (3) Given the product [CH3:34][C:32]1[CH:33]=[C:28]([N:49]=[C:36]([C:37]2[CH:42]=[CH:41][CH:40]=[CH:39][CH:38]=2)[C:43]2[CH:48]=[CH:47][CH:46]=[CH:45][CH:44]=2)[CH:29]=[C:30]([CH3:35])[CH:31]=1, predict the reactants needed to synthesize it. The reactants are: CC(C)([O-])C.[Na+].[C@@H]1(N)CCCC[C@H]1N.CCCCCCCCCCCC.I[C:28]1[CH:29]=[C:30]([CH3:35])[CH:31]=[C:32]([CH3:34])[CH:33]=1.[C:36](=[NH:49])([C:43]1[CH:48]=[CH:47][CH:46]=[CH:45][CH:44]=1)[C:37]1[CH:42]=[CH:41][CH:40]=[CH:39][CH:38]=1. (4) Given the product [ClH:18].[CH3:52][N:51]1[CH:45]2[CH2:46][CH2:47][CH2:48][CH:49]1[CH2:50][CH:43]([NH:42][C:15]([C:11]1[CH:12]=[CH:13][CH:14]=[C:8]3[O:7][C:6]([C:4]4[N:3]=[CH:2][S:1][CH:5]=4)=[N:10][C:9]=13)=[O:17])[CH2:44]2, predict the reactants needed to synthesize it. The reactants are: [S:1]1[CH:5]=[C:4]([C:6]2[O:7][C:8]3[C:9](=[C:11]([C:15]([OH:17])=O)[CH:12]=[CH:13][CH:14]=3)[N:10]=2)[N:3]=[CH:2]1.[ClH:18].C(N=C=NCCCN(C)C)C.ON1C2C=CC=CC=2N=N1.Cl.Cl.[NH2:42][CH:43]1[CH2:50][CH:49]2[N:51]([CH3:52])[CH:45]([CH2:46][CH2:47][CH2:48]2)[CH2:44]1.C(N(CC)CC)C. (5) Given the product [CH3:1][O:2][C:3]([C:4]1[C:5](=[O:11])[N:6]([CH3:17])[CH:7]=[C:8]([Br:10])[CH:9]=1)=[O:12], predict the reactants needed to synthesize it. The reactants are: [CH3:1][O:2][C:3](=[O:12])[C:4]1[CH:9]=[C:8]([Br:10])[CH:7]=[N:6][C:5]=1[OH:11].S(OC)(O[CH3:17])(=O)=O.C(N(CC)CC)C. (6) Given the product [CH:19]([N:18]1[C:14]([C:12]2[N:13]=[C:6]3[C:5]4[CH:23]=[CH:24][C:2]([CH:31]=[CH2:32])=[CH:3][C:4]=4[O:10][CH2:9][CH2:8][N:7]3[CH:11]=2)=[N:15][C:16]([CH3:22])=[N:17]1)([CH3:21])[CH3:20], predict the reactants needed to synthesize it. The reactants are: Br[C:2]1[CH:24]=[CH:23][C:5]2[C:6]3[N:7]([CH:11]=[C:12]([C:14]4[N:18]([CH:19]([CH3:21])[CH3:20])[N:17]=[C:16]([CH3:22])[N:15]=4)[N:13]=3)[CH2:8][CH2:9][O:10][C:4]=2[CH:3]=1.C(=O)([O-])[O-].[Cs+].[Cs+].[CH2:31]1COC[CH2:32]1.